The task is: Predict the reaction yield, written as a fraction of the theoretical maximum amount of product (1.0 means a 100% yield; for example, 0.34 means a 34% yield).. This data is from Reaction yield outcomes from USPTO patents with 853,638 reactions. (1) The reactants are [NH2:1][C:2]1[S:3][C:4]2[CH:10]=[CH:9][CH:8]=[C:7]([O:11][CH3:12])[C:5]=2[N:6]=1.[OH:13][C:14]1[N:19]=[C:18]([C:20](Cl)=[O:21])[CH:17]=[CH:16][CH:15]=1. No catalyst specified. The product is [CH3:12][O:11][C:7]1[C:5]2[N:6]=[C:2]([NH:1][C:20]([C:18]3[CH:17]=[CH:16][CH:15]=[C:14]([OH:13])[N:19]=3)=[O:21])[S:3][C:4]=2[CH:10]=[CH:9][CH:8]=1. The yield is 0.0500. (2) The yield is 0.816. The reactants are Br[C:2]1[C:3]([O:12][CH2:13][CH3:14])=[N:4][CH:5]=[N:6][C:7]=1[C:8]([F:11])([F:10])[F:9].C([Li])CCC.[CH:20](OC)=[O:21].[Cl-].[NH4+]. The product is [CH2:13]([O:12][C:3]1[C:2]([CH:20]=[O:21])=[C:7]([C:8]([F:11])([F:10])[F:9])[N:6]=[CH:5][N:4]=1)[CH3:14]. The catalyst is C1COCC1.CCCCCC. (3) The reactants are C([Li])CCC.[C:6]([O:10][C:11]([N:13]1[CH:17]=[CH:16][CH2:15][CH2:14]1)=[O:12])([CH3:9])([CH3:8])[CH3:7].CN(C)[CH:20]=[O:21].[Cl-].[NH4+].[BH4-].[Na+]. The catalyst is O1CCCC1.CO.O. The product is [C:6]([O:10][C:11]([N:13]1[CH2:14][CH2:15][CH:16]=[C:17]1[CH2:20][OH:21])=[O:12])([CH3:9])([CH3:7])[CH3:8]. The yield is 0.590. (4) The reactants are [Cl:1][C:2]1[CH:10]=[C:9]2[C:5]([C:6]([CH:11]=[O:12])=[CH:7][NH:8]2)=[CH:4][C:3]=1[C:13]1[CH:24]=[CH:23][C:16]2[O:17][C@H:18]([CH2:21][OH:22])[CH2:19][O:20][C:15]=2[CH:14]=1.Cl([O-])=[O:26].[Na+].P([O-])(O)(O)=O.[Na+]. The catalyst is CC(=CC)C.O.C(O)(C)(C)C.C(#N)C. The product is [Cl:1][C:2]1[CH:10]=[C:9]2[C:5]([C:6]([C:11]([OH:26])=[O:12])=[CH:7][NH:8]2)=[CH:4][C:3]=1[C:13]1[CH:24]=[CH:23][C:16]2[O:17][C@H:18]([CH2:21][OH:22])[CH2:19][O:20][C:15]=2[CH:14]=1. The yield is 0.143.